From a dataset of Full USPTO retrosynthesis dataset with 1.9M reactions from patents (1976-2016). Predict the reactants needed to synthesize the given product. (1) Given the product [C:28]([O:32][C:33]([N:35]1[CH2:40][CH2:39][CH:38]([NH:41][C:11]([C:10]2[CH:9]=[C:8]([O:7][C:6]3[CH:5]=[CH:4][C:3]([C:1]#[N:2])=[CH:27][CH:26]=3)[N:16]=[C:15]([O:17][C:18]3[CH:19]=[CH:20][C:21]([C:24]#[N:25])=[CH:22][CH:23]=3)[CH:14]=2)=[O:12])[CH2:37][CH2:36]1)=[O:34])([CH3:31])([CH3:29])[CH3:30], predict the reactants needed to synthesize it. The reactants are: [C:1]([C:3]1[CH:27]=[CH:26][C:6]([O:7][C:8]2[CH:9]=[C:10]([CH:14]=[C:15]([O:17][C:18]3[CH:23]=[CH:22][C:21]([C:24]#[N:25])=[CH:20][CH:19]=3)[N:16]=2)[C:11](O)=[O:12])=[CH:5][CH:4]=1)#[N:2].[C:28]([O:32][C:33]([N:35]1[CH2:40][CH2:39][CH:38]([NH2:41])[CH2:37][CH2:36]1)=[O:34])([CH3:31])([CH3:30])[CH3:29]. (2) Given the product [CH3:1][O:2][C:3](=[O:22])[CH:4]([C:13]1[CH:18]=[CH:17][C:16]([C:19]#[N:20])=[CH:15][C:14]=1[Cl:21])[N:5]1[C:9]([CH2:10][CH2:11][O:12][S:31]([CH3:30])(=[O:33])=[O:32])=[CH:8][N:7]=[CH:6]1, predict the reactants needed to synthesize it. The reactants are: [CH3:1][O:2][C:3](=[O:22])[CH:4]([C:13]1[CH:18]=[CH:17][C:16]([C:19]#[N:20])=[CH:15][C:14]=1[Cl:21])[N:5]1[C:9]([CH2:10][CH2:11][OH:12])=[CH:8][N:7]=[CH:6]1.CCN(CC)CC.[CH3:30][S:31](Cl)(=[O:33])=[O:32]. (3) Given the product [CH:16]1([CH:19]([NH:20][S:21]([C:23]([CH3:26])([CH3:25])[CH3:24])=[O:22])[CH2:28][C:29](=[O:30])[CH2:12][C:11]([O:14][CH3:15])=[O:13])[CH2:17][CH2:18]1, predict the reactants needed to synthesize it. The reactants are: C[Si]([N-][Si](C)(C)C)(C)C.[Na+].[C:11]([O:14][CH3:15])(=[O:13])[CH3:12].[CH:16]1(/[CH:19]=[N:20]\[S:21]([C:23]([CH3:26])([CH3:25])[CH3:24])=[O:22])[CH2:18][CH2:17]1.C1C[O:30][CH2:29][CH2:28]1. (4) The reactants are: [CH3:1][CH:2]([CH:6]([OH:11])[CH2:7][CH:8]([CH3:10])[CH3:9])[CH:3]([OH:5])[CH3:4].N1C=C[CH:15]=[CH:14][CH:13]=1.[C:18](Cl)(=[O:25])[C:19]1[CH:24]=[CH:23][CH:22]=[CH:21][CH:20]=1.[O:27]1[CH2:31][CH2:30][CH2:29][CH2:28]1. Given the product [C:18]([O:5][CH:3]([CH:2]([CH3:1])[CH:6]([O:11][C:31](=[O:27])[C:30]1[CH:15]=[CH:14][CH:13]=[CH:28][CH:29]=1)[CH2:7][CH:8]([CH3:10])[CH3:9])[CH3:4])(=[O:25])[C:19]1[CH:24]=[CH:23][CH:22]=[CH:21][CH:20]=1, predict the reactants needed to synthesize it. (5) Given the product [F:17][C:15]1[C:14]([C:18]#[C:19][C:20]([OH:23])([CH3:22])[CH3:21])=[CH:13][C:12]2[C:6]3[N:7]([C:24]([C:25]([NH:34][CH2:33][CH:30]4[CH2:31][CH2:32][O:28][CH2:29]4)=[O:27])=[C:4]([C:1]([NH2:2])=[O:3])[N:5]=3)[CH2:8][CH2:9][O:10][C:11]=2[CH:16]=1, predict the reactants needed to synthesize it. The reactants are: [C:1]([C:4]1[N:5]=[C:6]2[C:12]3[CH:13]=[C:14]([C:18]#[C:19][C:20]([OH:23])([CH3:22])[CH3:21])[C:15]([F:17])=[CH:16][C:11]=3[O:10][CH2:9][CH2:8][N:7]2[C:24]=1[C:25]([OH:27])=O)(=[O:3])[NH2:2].[O:28]1[CH2:32][CH2:31][CH:30]([CH2:33][NH2:34])[CH2:29]1. (6) Given the product [ClH:3].[CH3:5][C@H:6]1[CH2:11][CH2:10][C@H:9]([NH2:12])[CH2:8][CH2:7]1, predict the reactants needed to synthesize it. The reactants are: S(Cl)([Cl:3])=O.[CH3:5][C@H:6]1[CH2:11][CH2:10][C@H:9]([NH:12]C(C2C=NC3C(C=2Cl)=CC(C(F)(F)F)=CC=3)=O)[CH2:8][CH2:7]1. (7) Given the product [C:1]([O:5][C:6]([N:8]1[CH2:13][CH2:12][CH:11]([N:14]([CH2:15][C:16]2[CH:21]=[CH:20][CH:19]=[CH:18][CH:17]=2)[CH3:24])[CH2:10][CH2:9]1)=[O:7])([CH3:4])([CH3:2])[CH3:3], predict the reactants needed to synthesize it. The reactants are: [C:1]([O:5][C:6]([N:8]1[CH2:13][CH2:12][CH:11]([NH:14][CH2:15][C:16]2[CH:21]=[CH:20][CH:19]=[CH:18][CH:17]=2)[CH2:10][CH2:9]1)=[O:7])([CH3:4])([CH3:3])[CH3:2].C=O.[C:24](O)(=O)C.C(O[BH-](OC(=O)C)OC(=O)C)(=O)C.[Na+].C(=O)([O-])[O-].[K+].[K+].